Dataset: Catalyst prediction with 721,799 reactions and 888 catalyst types from USPTO. Task: Predict which catalyst facilitates the given reaction. (1) Reactant: C([O:4][C@H:5]1[C@@H:9]([O:10]C(=O)C)[C@H:8]([N:14]2[CH:22]=[N:21][C:20]3[C:15]2=[N:16][C:17]([Cl:27])=[N:18][C:19]=3[NH:23][CH2:24][CH2:25][NH2:26])[O:7][C@@H:6]1[CH2:28][S:29][CH2:30][CH2:31][CH:32]([NH:37]C(OCC1C2C=CC=CC=2C2C1=CC=CC=2)=O)[C:33]([O:35]C)=[O:34])(=O)C.C(N(CC)CC)C.[C:62]([C:64]1[CH:72]=[CH:71][C:67]([C:68](Cl)=[O:69])=[CH:66][CH:65]=1)#[N:63].[OH-].[K+]. Product: [NH2:37][CH:32]([CH2:31][CH2:30][S:29][CH2:28][C@@H:6]1[C@@H:5]([OH:4])[C@@H:9]([OH:10])[C@H:8]([N:14]2[CH:22]=[N:21][C:20]3[C:15]2=[N:16][C:17]([Cl:27])=[N:18][C:19]=3[NH:23][CH2:24][CH2:25][NH:26][C:68](=[O:69])[C:67]2[CH:71]=[CH:72][C:64]([C:62]#[N:63])=[CH:65][CH:66]=2)[O:7]1)[C:33]([OH:35])=[O:34]. The catalyst class is: 1. (2) Reactant: [Br:1][C:2]1[CH:3]=[CH:4][C:5]2[N:9]=[C:8]([CH2:10][N:11]([CH3:13])[CH3:12])[NH:7][C:6]=2[CH:14]=1.[H-].[Na+].Cl[CH2:18][O:19][CH2:20][CH2:21][Si:22]([CH3:25])([CH3:24])[CH3:23].O. Product: [Br:1][C:2]1[CH:3]=[CH:4][C:5]2[N:9]=[C:8]([CH2:10][N:11]([CH3:12])[CH3:13])[N:7]([CH2:18][O:19][CH2:20][CH2:21][Si:22]([CH3:25])([CH3:24])[CH3:23])[C:6]=2[CH:14]=1. The catalyst class is: 9. (3) Reactant: [CH3:16][C:11]1([CH3:17])[C:12]([CH3:15])([CH3:14])[O:13][B:9]([B:9]2[O:13][C:12]([CH3:15])([CH3:14])[C:11]([CH3:17])([CH3:16])[O:10]2)[O:10]1.[C:19]([O-:22])(=O)[CH3:20].[K+].Br[C:25]1[CH:30]=[CH:29][CH:28]=[CH:27][C:26]=1S(N)(=O)=O. Product: [CH3:28][C:27]1[C:26]([B:9]2[O:10][C:11]([CH3:16])([CH3:17])[C:12]([CH3:14])([CH3:15])[O:13]2)=[CH:25][CH:30]=[CH:29][C:20]=1[CH:19]=[O:22]. The catalyst class is: 263. (4) Reactant: [Br:1]N1C(=O)CCC1=O.[CH3:9][C:10]1[C:11]2[N:12]([C:16]([C@@H:19]3[CH2:23][CH2:22][CH2:21][N:20]3[C:24]([O:26][CH2:27][C:28]3[CH:33]=[CH:32][CH:31]=[CH:30][CH:29]=3)=[O:25])=[N:17][CH:18]=2)[CH:13]=[CH:14][N:15]=1.O.C(OCC)(=O)C. Product: [Br:1][C:18]1[N:17]=[C:16]([C@@H:19]2[CH2:23][CH2:22][CH2:21][N:20]2[C:24]([O:26][CH2:27][C:28]2[CH:33]=[CH:32][CH:31]=[CH:30][CH:29]=2)=[O:25])[N:12]2[CH:13]=[CH:14][N:15]=[C:10]([CH3:9])[C:11]=12. The catalyst class is: 163.